Dataset: Forward reaction prediction with 1.9M reactions from USPTO patents (1976-2016). Task: Predict the product of the given reaction. (1) Given the reactants BrC1C=CC=C2C=1C(C1C(O)=CC3OCOC=3C=1)[C:5](=[O:16])N2CCCCC.[CH2:27]([O:34][CH2:35][CH2:36][CH2:37][N:38]1[C:46]2[C:41](=[CH:42][CH:43]=[CH:44][CH:45]=2)[CH:40]([C:47]2[C:55]([OH:56])=[CH:54][C:50]3[O:51][CH2:52][O:53][C:49]=3[CH:48]=2)[C:39]1=[O:57])[C:28]1[CH:33]=[CH:32][CH:31]=[CH:30][CH:29]=1, predict the reaction product. The product is: [CH2:27]([O:34][CH2:35][CH2:36][CH2:37][N:38]1[C:46]2[C:41](=[CH:42][CH:43]=[CH:44][CH:45]=2)[C:40]([C:47]2[C:55]([OH:56])=[CH:54][C:50]3[O:51][CH2:52][O:53][C:49]=3[CH:48]=2)([CH2:5][OH:16])[C:39]1=[O:57])[C:28]1[CH:29]=[CH:30][CH:31]=[CH:32][CH:33]=1. (2) Given the reactants [NH2:1][C:2]1[CH:3]=[C:4]2[C:9](=[CH:10][CH:11]=1)[C:7](=[O:8])[O:6][CH2:5]2.[CH3:12][O:13][C:14]1[CH:21]=[C:20]([O:22][CH3:23])[CH:19]=[CH:18][C:15]=1[CH:16]=O.C(O[BH-](OC(=O)C)OC(=O)C)(=O)C.[Na+].CO, predict the reaction product. The product is: [CH3:12][O:13][C:14]1[CH:21]=[C:20]([O:22][CH3:23])[CH:19]=[CH:18][C:15]=1[CH2:16][NH:1][C:2]1[CH:3]=[C:4]2[C:9](=[CH:10][CH:11]=1)[C:7](=[O:8])[O:6][CH2:5]2. (3) Given the reactants Br[C:2]1[CH:3]=[C:4]2[O:11][C:10]([N:12]3[CH:18]4[CH2:19][CH2:20][N:15]([CH2:16][CH2:17]4)[CH2:14][CH2:13]3)=[N:9][C:5]2=[N:6][C:7]=1[CH3:8].[C:21]1([OH:27])[CH:26]=[CH:25][CH:24]=[CH:23][CH:22]=1.CC(C)(C)C(=O)CC(=O)C(C)(C)C.C(=O)([O-])[O-].[Cs+].[Cs+], predict the reaction product. The product is: [CH3:8][C:7]1[N:6]=[C:5]2[N:9]=[C:10]([N:12]3[CH:18]4[CH2:19][CH2:20][N:15]([CH2:16][CH2:17]4)[CH2:14][CH2:13]3)[O:11][C:4]2=[CH:3][C:2]=1[O:27][C:21]1[CH:26]=[CH:25][CH:24]=[CH:23][CH:22]=1. (4) Given the reactants C(OC([N:8]1[CH2:13][CH2:12][CH:11]([CH2:14][O:15][C:16]([NH:18][C:19]2[CH:24]=[CH:23][CH:22]=[CH:21][C:20]=2[C:25]2[S:26][C:27]3[CH2:28][N:29](C(OC(C)(C)C)=O)[CH2:30][CH2:31][C:32]=3[N:33]=2)=[O:17])[CH2:10][CH2:9]1)=O)(C)(C)C.Cl.CO, predict the reaction product. The product is: [NH3:8].[N:33]1[C:32]2[CH2:31][CH2:30][NH:29][CH2:28][C:27]=2[S:26][C:25]=1[C:20]1[CH:21]=[CH:22][CH:23]=[CH:24][C:19]=1[NH:18][C:16](=[O:17])[O:15][CH2:14][CH:11]1[CH2:12][CH2:13][NH:8][CH2:9][CH2:10]1.